This data is from Reaction yield outcomes from USPTO patents with 853,638 reactions. The task is: Predict the reaction yield, written as a fraction of the theoretical maximum amount of product (1.0 means a 100% yield; for example, 0.34 means a 34% yield). (1) The reactants are FC(F)(F)C(O)=O.[Cl:8][C:9]1[CH:14]=[CH:13][C:12]([C:15]2([C:36]#[N:37])[CH:19]([CH2:20][C:21]([CH3:24])([CH3:23])[CH3:22])[NH:18][CH:17]([C:25]([OH:27])=O)[CH:16]2[C:28]2[CH:33]=[CH:32][C:31]([Cl:34])=[C:30]([Cl:35])[CH:29]=2)=[C:11]([F:38])[CH:10]=1.CC1(C)[O:44][C@@H:43]([CH2:45][CH2:46][NH2:47])[CH2:42][O:41]1.CN(C(ON1N=NC2C=CC=NC1=2)=[N+](C)C)C.F[P-](F)(F)(F)(F)F.CCN(C(C)C)C(C)C.Cl. The catalyst is C(Cl)Cl.O1CCCC1. The product is [OH:44][C@H:43]([CH2:42][OH:41])[CH2:45][CH2:46][NH:47][C:25]([CH:17]1[CH:16]([C:28]2[CH:33]=[CH:32][C:31]([Cl:34])=[C:30]([Cl:35])[CH:29]=2)[C:15]([C:12]2[CH:13]=[CH:14][C:9]([Cl:8])=[CH:10][C:11]=2[F:38])([C:36]#[N:37])[CH:19]([CH2:20][C:21]([CH3:24])([CH3:23])[CH3:22])[NH:18]1)=[O:27]. The yield is 0.590. (2) The reactants are [OH:1][C:2]1[CH:3]=[C:4]([CH:7]=[CH:8][CH:9]=1)[CH:5]=[O:6].Cl[C:11]1[N:16]=[CH:15][CH:14]=[CH:13][N:12]=1.C([O-])([O-])=O.[K+].[K+].O. The catalyst is CS(C)=O. The product is [N:12]1[CH:13]=[CH:14][CH:15]=[N:16][C:11]=1[O:1][C:2]1[CH:3]=[C:4]([CH:7]=[CH:8][CH:9]=1)[CH:5]=[O:6]. The yield is 0.710. (3) The reactants are [Br:1][C:2]1[N:7]=[C:6]([CH2:8][OH:9])[CH:5]=[CH:4][C:3]=1[O:10][CH2:11][CH2:12][O:13][Si:14]([C:17]([CH3:20])([CH3:19])[CH3:18])([CH3:16])[CH3:15]. The catalyst is CS(C)=O.O. The product is [Br:1][C:2]1[N:7]=[C:6]([CH:8]=[O:9])[CH:5]=[CH:4][C:3]=1[O:10][CH2:11][CH2:12][O:13][Si:14]([C:17]([CH3:20])([CH3:19])[CH3:18])([CH3:15])[CH3:16]. The yield is 0.860. (4) The reactants are [CH2:1]([C:3]1[O:7][C:6]([CH2:8][S:9][C:10]2[S:14][C:13]([NH:15]C(=O)C)=[N:12][CH:11]=2)=[N:5][CH:4]=1)[CH3:2].C(=O)([O-])[O-].[Na+].[Na+]. The catalyst is Cl. The product is [NH2:15][C:13]1[S:14][C:10]([S:9][CH2:8][C:6]2[O:7][C:3]([CH2:1][CH3:2])=[CH:4][N:5]=2)=[CH:11][N:12]=1. The yield is 0.550.